Task: Predict the reaction yield, written as a fraction of the theoretical maximum amount of product (1.0 means a 100% yield; for example, 0.34 means a 34% yield).. Dataset: Reaction yield outcomes from USPTO patents with 853,638 reactions (1) The reactants are [F:1][C:2]1[CH:7]=[CH:6][CH:5]=[C:4]([O:8][CH2:9][CH2:10][O:11][CH3:12])[N:3]=1.C([N-]C(C)C)(C)C.[Li+].CCCCCCC.O1CCCC1.C(C1C=CC=CC=1)C.[B:41](OC(C)C)([O:46]C(C)C)[O:42]C(C)C.FC1N=C(OCCOC)C(B(O)O)=CC=1. The catalyst is C1COCC1. The product is [F:1][C:2]1[C:7]([B:41]([OH:46])[OH:42])=[CH:6][CH:5]=[C:4]([O:8][CH2:9][CH2:10][O:11][CH3:12])[N:3]=1. The yield is 0.159. (2) The reactants are [C:1]([O:9]CC)(=O)[CH2:2][C:3]([O:5][CH2:6][CH3:7])=[O:4].[H-].[Na+].[H][H].[F:16][C:17]1[CH:36]=[CH:35][C:20]([CH2:21][N:22]2[C:27]3[CH:28]=[CH:29][C:30]([CH3:32])=[CH:31][C:26]=3[C:25](=O)[O:24]C2=O)=[CH:19][CH:18]=1.Cl. The catalyst is CC(N(C)C)=O. The product is [CH2:6]([O:5][C:3]([C:2]1[C:1](=[O:9])[N:22]([CH2:21][C:20]2[CH:35]=[CH:36][C:17]([F:16])=[CH:18][CH:19]=2)[C:27]2[C:26]([C:25]=1[OH:24])=[CH:31][C:30]([CH3:32])=[CH:29][CH:28]=2)=[O:4])[CH3:7]. The yield is 0.710. (3) The reactants are [CH2:1]([O:3][C:4]1([C:7]2[CH:12]=[CH:11][C:10]([C:13]#[C:14][C:15]3[CH:20]=[CH:19][C:18]([CH2:21][C:22]([O:24]C)=[O:23])=[CH:17][CH:16]=3)=[CH:9][C:8]=2[CH:26]([CH3:28])[CH3:27])[CH2:6][CH2:5]1)[CH3:2].[OH-].[Na+].O.CC#N. The catalyst is C(O)C.O1CCCC1. The product is [CH2:1]([O:3][C:4]1([C:7]2[CH:12]=[CH:11][C:10]([C:13]#[C:14][C:15]3[CH:16]=[CH:17][C:18]([CH2:21][C:22]([OH:24])=[O:23])=[CH:19][CH:20]=3)=[CH:9][C:8]=2[CH:26]([CH3:27])[CH3:28])[CH2:6][CH2:5]1)[CH3:2]. The yield is 0.700. (4) The yield is 0.710. The product is [CH2:27]([N:14]1[CH:13]=[N:12][C:11]2[C:9](=[O:10])[N:8]([C:5]3[CH:6]=[CH:7][C:2]([Cl:1])=[CH:3][CH:4]=3)[C:17]([C:18]3[CH:23]=[CH:22][C:21]([Cl:24])=[CH:20][C:19]=3[Cl:25])=[N:16][C:15]1=2)[C:28]1[CH:33]=[CH:32][CH:31]=[CH:30][CH:29]=1. No catalyst specified. The reactants are [Cl:1][C:2]1[CH:7]=[CH:6][C:5]([NH:8][C:9]([C:11]2[N:12]=[CH:13][N:14]([CH2:27][C:28]3[CH:33]=[CH:32][CH:31]=[CH:30][CH:29]=3)[C:15]=2[NH:16][C:17](=O)[C:18]2[CH:23]=[CH:22][C:21]([Cl:24])=[CH:20][C:19]=2[Cl:25])=[O:10])=[CH:4][CH:3]=1.C(N(CC)CC)C.C[Si](Cl)(C)C. (5) The reactants are [NH2:1][C:2]1[CH:3]=[C:4]([S:8]([N:11]2[CH2:15][CH2:14][S:13][C@H:12]2[C:16]([O:18][C@H:19]([C:30]2[CH:35]=[CH:34][C:33]([O:36][CH:37]([F:39])[F:38])=[C:32]([O:40][CH2:41][CH:42]3[CH2:44][CH2:43]3)[CH:31]=2)[CH2:20][C:21]2[C:26]([Cl:27])=[CH:25][N+:24]([O-:28])=[CH:23][C:22]=2[Cl:29])=[O:17])(=[O:10])=[O:9])[CH:5]=[CH:6][CH:7]=1.[O-:45][C:46]#[N:47].[K+]. The catalyst is CC(O)=O.O. The product is [Cl:27][C:26]1[CH:25]=[N+:24]([O-:28])[CH:23]=[C:22]([Cl:29])[C:21]=1[CH2:20][C@@H:19]([C:30]1[CH:35]=[CH:34][C:33]([O:36][CH:37]([F:38])[F:39])=[C:32]([O:40][CH2:41][CH:42]2[CH2:44][CH2:43]2)[CH:31]=1)[O:18][C:16]([C@H:12]1[N:11]([S:8]([C:4]2[CH:5]=[CH:6][CH:7]=[C:2]([NH:1][C:46]([NH2:47])=[O:45])[CH:3]=2)(=[O:10])=[O:9])[CH2:15][CH2:14][S:13]1)=[O:17]. The yield is 0.610.